From a dataset of Full USPTO retrosynthesis dataset with 1.9M reactions from patents (1976-2016). Predict the reactants needed to synthesize the given product. (1) Given the product [O:9]=[C:7]1[NH:13][C:12]([C:14]([O:16][CH2:17][CH3:18])=[O:15])=[N:1][C:2]2[CH:6]=[CH:5][S:4][C:3]1=2, predict the reactants needed to synthesize it. The reactants are: [NH2:1][C:2]1[CH:6]=[CH:5][S:4][C:3]=1[C:7]([O:9]C)=O.Cl.[C:12]([C:14]([O:16][CH2:17][CH3:18])=[O:15])#[N:13]. (2) Given the product [Cl:13][C:14]1[CH:15]=[CH:16][C:17]2[N:18]([CH3:35])[C:19](=[O:34])[C:20]3[CH:30]=[C:29]([CH2:31][CH2:32][O:33][C:37]4[CH:46]=[CH:45][CH:44]=[C:43]5[C:38]=4[CH:39]=[CH:40][CH:41]=[N+:42]5[O-:4])[CH:28]=[N:27][C:21]=3[N:22]([CH2:25][CH3:26])[C:23]=2[N:24]=1, predict the reactants needed to synthesize it. The reactants are: N(C(OCC)=O)=NC(OCC)=[O:4].[Cl:13][C:14]1[CH:15]=[CH:16][C:17]2[N:18]([CH3:35])[C:19](=[O:34])[C:20]3[CH:30]=[C:29]([CH2:31][CH2:32][OH:33])[CH:28]=[N:27][C:21]=3[N:22]([CH2:25][CH3:26])[C:23]=2[N:24]=1.O[C:37]1[CH:46]=[CH:45][CH:44]=[C:43]2[C:38]=1[CH:39]=[CH:40][CH:41]=[N:42]2.C1C=CC(P(C2C=CC=CC=2)C2C=CC=CC=2)=CC=1.C1C=C(Cl)C=C(C(OO)=O)C=1. (3) Given the product [Cl:1][C:2]1[CH:7]=[C:6]([Cl:8])[C:5]([O:9][CH3:10])=[CH:4][C:3]=1[NH:11][C:12]1[C:21]2[C:16](=[CH:17][C:18]([O:37][CH2:36][CH2:35][CH:32]3[CH2:33][CH2:34][N:29]([CH3:28])[CH2:30][CH2:31]3)=[C:19]([O:22][CH2:23][CH3:24])[CH:20]=2)[N:15]=[CH:14][C:13]=1[C:26]#[N:27], predict the reactants needed to synthesize it. The reactants are: [Cl:1][C:2]1[CH:7]=[C:6]([Cl:8])[C:5]([O:9][CH3:10])=[CH:4][C:3]=1[NH:11][C:12]1[C:21]2[C:16](=[CH:17][C:18](F)=[C:19]([O:22][CH2:23][CH3:24])[CH:20]=2)[N:15]=[CH:14][C:13]=1[C:26]#[N:27].[CH3:28][N:29]1[CH2:34][CH2:33][CH:32]([CH2:35][CH2:36][OH:37])[CH2:31][CH2:30]1.[H-].[Na+].O. (4) Given the product [C:15]([CH:14]=[C:11]1[CH2:12][CH2:13][N:8]([C:25]([O:27][CH3:28])=[O:26])[CH2:9][CH2:10]1)#[N:16], predict the reactants needed to synthesize it. The reactants are: OC(C(F)(F)F)=O.[NH:8]1[CH2:13][CH2:12][C:11](=[CH:14][C:15]#[N:16])[CH2:10][CH2:9]1.C(N(CC)CC)C.Cl[C:25]([O:27][CH3:28])=[O:26]. (5) Given the product [C:1]([C:5]1[N:9]([CH2:10][CH:11]2[CH2:16][CH2:15][O:14][CH2:13][CH2:12]2)[C:8]2[CH:17]=[CH:18][C:19]([S:21]([N:25]3[CH2:28][CH:27]([NH:29][C:30](=[O:36])[O:31][C:32]([CH3:34])([CH3:33])[CH3:35])[CH2:26]3)(=[O:23])=[O:22])=[CH:20][C:7]=2[N:6]=1)([CH3:4])([CH3:3])[CH3:2], predict the reactants needed to synthesize it. The reactants are: [C:1]([C:5]1[N:9]([CH2:10][CH:11]2[CH2:16][CH2:15][O:14][CH2:13][CH2:12]2)[C:8]2[CH:17]=[CH:18][C:19]([S:21](Cl)(=[O:23])=[O:22])=[CH:20][C:7]=2[N:6]=1)([CH3:4])([CH3:3])[CH3:2].[NH:25]1[CH2:28][CH:27]([NH:29][C:30](=[O:36])[O:31][C:32]([CH3:35])([CH3:34])[CH3:33])[CH2:26]1. (6) Given the product [F:17][C:13]1[C:12]2[C:11]3[C:16](=[CH:15][CH:14]=1)[NH:8][C:9](=[O:34])[C:10]=3[C:20]([C:22]1[NH:23][CH:24]=[CH:25][CH:26]=1)=[CH:19][C:18]=2[N:46]1[CH2:47][CH2:48][CH:43]([OH:42])[CH2:44][CH2:45]1, predict the reactants needed to synthesize it. The reactants are: C(OC([N:8]1[C:16]2[C:11](=[C:12]([C:18]#[C:19][C:20]([C:22]3[N:23](C(OC(C)(C)C)=O)[CH:24]=[CH:25][CH:26]=3)=O)[C:13]([F:17])=[CH:14][CH:15]=2)[CH:10]=[C:9]1[O:34]C(OC(C)(C)C)=O)=O)(C)(C)C.[OH:42][CH:43]1[CH2:48][CH2:47][NH:46][CH2:45][CH2:44]1.[H-].[Na+]. (7) Given the product [CH3:1][N:2]1[C:6]2[CH:7]=[CH:8][CH:9]=[C:10]([NH2:11])[C:5]=2[N:4]=[CH:3]1, predict the reactants needed to synthesize it. The reactants are: [CH3:1][N:2]1[C:6]2[CH:7]=[CH:8][CH:9]=[C:10]([N+:11]([O-])=O)[C:5]=2[N:4]=[CH:3]1.